Dataset: Catalyst prediction with 721,799 reactions and 888 catalyst types from USPTO. Task: Predict which catalyst facilitates the given reaction. (1) Reactant: C(OC([N:8]1[CH2:13][CH2:12][CH:11]([C:14]([NH:16][C:17]2[CH:32]=[CH:31][C:30]([I:33])=[CH:29][C:18]=2[C:19]([NH:21][C:22]2[CH:27]=[CH:26][C:25]([Cl:28])=[CH:24][N:23]=2)=[O:20])=[O:15])[CH2:10][CH2:9]1)=O)(C)(C)C.C1(OC)C=CC=CC=1.[F:42][C:43]([F:48])([F:47])[C:44]([OH:46])=[O:45]. Product: [F:42][C:43]([F:48])([F:47])[C:44]([OH:46])=[O:45].[Cl:28][C:25]1[CH:26]=[CH:27][C:22]([NH:21][C:19](=[O:20])[C:18]2[CH:29]=[C:30]([I:33])[CH:31]=[CH:32][C:17]=2[NH:16][C:14]([CH:11]2[CH2:10][CH2:9][NH:8][CH2:13][CH2:12]2)=[O:15])=[N:23][CH:24]=1. The catalyst class is: 4. (2) Reactant: [C:1]1([C:7]2[S:11][C:10]([N:12]=[C:13]=[O:14])=[CH:9][CH:8]=2)[CH:6]=[CH:5][CH:4]=[CH:3][CH:2]=1.[C:15]12([CH2:25][N:26]3[CH2:31][CH2:30][CH:29]([NH2:32])[CH2:28][CH2:27]3)[CH2:24][CH:19]3[CH2:20][CH:21]([CH2:23][CH:17]([CH2:18]3)[CH2:16]1)[CH2:22]2. Product: [C:15]12([CH2:25][N:26]3[CH2:31][CH2:30][CH:29]([NH:32][C:13]([NH:12][C:10]4[S:11][C:7]([C:1]5[CH:2]=[CH:3][CH:4]=[CH:5][CH:6]=5)=[CH:8][CH:9]=4)=[O:14])[CH2:28][CH2:27]3)[CH2:16][CH:17]3[CH2:23][CH:21]([CH2:20][CH:19]([CH2:18]3)[CH2:24]1)[CH2:22]2. The catalyst class is: 2. (3) Reactant: [Cl:1][C:2]1[CH:3]=[CH:4][C:5]([O:23][CH3:24])=[C:6]([S:8]([N:11]2[C:19]3[C:14](=[CH:15][CH:16]=[C:17]([C:20](O)=[O:21])[CH:18]=3)[CH2:13][CH2:12]2)(=[O:10])=[O:9])[CH:7]=1.CN1CCOCC1.N1C(Cl)=NC(Cl)=NC=1Cl.[Cl:41][C:42]1[CH:47]=[CH:46][C:45]([NH2:48])=[CH:44][CH:43]=1. Product: [Cl:41][C:42]1[CH:47]=[CH:46][C:45]([NH:48][C:20]([C:17]2[CH:18]=[C:19]3[C:14]([CH2:13][CH2:12][N:11]3[S:8]([C:6]3[CH:7]=[C:2]([Cl:1])[CH:3]=[CH:4][C:5]=3[O:23][CH3:24])(=[O:10])=[O:9])=[CH:15][CH:16]=2)=[O:21])=[CH:44][CH:43]=1. The catalyst class is: 21. (4) Reactant: C(OC([N:11]1[CH2:16][CH2:15][N:14]([C:17]([C:19]([NH:22][C:23]([CH2:25]/[CH:26]=[CH:27]/[C:28]2[CH:33]=[CH:32][C:31]([C:34]#[C:35][C:36]3[CH:44]=[CH:43][CH:42]=[C:41]4[C:37]=3[C:38]([O:45][C@@H:46]3[O:72][C@H:71]([CH2:73][O:74][C:75](=[O:80])[C:76]([CH3:79])([CH3:78])[CH3:77])[C@@H:63]([O:64][C:65](=[O:70])[C:66]([CH3:69])([CH3:68])[CH3:67])[C@H:55]([O:56][C:57](=[O:62])[C:58]([CH3:61])([CH3:60])[CH3:59])[C@H:47]3[O:48][C:49](=[O:54])[C:50]([CH3:53])([CH3:52])[CH3:51])=[N:39][NH:40]4)=[CH:30][CH:29]=2)=[O:24])([CH3:21])[CH3:20])=[O:18])[CH2:13][CH2:12]1)=O)C1C=CC=CC=1. Product: [N:14]1([C:17]([C:19]([NH:22][C:23]([CH2:25][CH2:26][CH2:27][C:28]2[CH:29]=[CH:30][C:31]([CH2:34][CH2:35][C:36]3[CH:44]=[CH:43][CH:42]=[C:41]4[C:37]=3[C:38]([O:45][C@@H:46]3[O:72][C@H:71]([CH2:73][O:74][C:75](=[O:80])[C:76]([CH3:79])([CH3:78])[CH3:77])[C@@H:63]([O:64][C:65](=[O:70])[C:66]([CH3:69])([CH3:68])[CH3:67])[C@H:55]([O:56][C:57](=[O:62])[C:58]([CH3:59])([CH3:60])[CH3:61])[C@H:47]3[O:48][C:49](=[O:54])[C:50]([CH3:51])([CH3:52])[CH3:53])=[N:39][NH:40]4)=[CH:32][CH:33]=2)=[O:24])([CH3:21])[CH3:20])=[O:18])[CH2:15][CH2:16][NH:11][CH2:12][CH2:13]1. The catalyst class is: 129.